From a dataset of Full USPTO retrosynthesis dataset with 1.9M reactions from patents (1976-2016). Predict the reactants needed to synthesize the given product. (1) Given the product [Cl:19][C:20]1[CH:21]=[CH:22][C:23]([N:26]2[CH:30]=[CH:29][C:28]([C:31]([NH:18][C@H:15]3[CH2:16][CH2:17][N:13]([C:9]4[C:8]5[N:7]([CH:6]=[CH:5][C:4]=5[CH3:3])[CH:12]=[CH:11][N:10]=4)[CH2:14]3)=[O:32])=[N:27]2)=[CH:24][CH:25]=1.[ClH:1], predict the reactants needed to synthesize it. The reactants are: [ClH:1].Cl.[CH3:3][C:4]1[CH:5]=[CH:6][N:7]2[CH:12]=[CH:11][N:10]=[C:9]([N:13]3[CH2:17][CH2:16][C@H:15]([NH2:18])[CH2:14]3)[C:8]=12.[Cl:19][C:20]1[CH:25]=[CH:24][C:23]([N:26]2[CH:30]=[CH:29][C:28]([C:31](O)=[O:32])=[N:27]2)=[CH:22][CH:21]=1.CN(C(ON1N=NC2C=CC=NC1=2)=[N+](C)C)C.F[P-](F)(F)(F)(F)F.C(N(CC)C(C)C)(C)C.C(O)(C(F)(F)F)=O. (2) Given the product [Si:1]([O:8][CH2:9][C@@H:10]1[C:14]([C:15]2[N:26]=[C:25]([SH:28])[S:27][CH:16]=2)=[CH:13][CH2:12][N:11]1[C:19]([O:21][CH2:22][CH:23]=[CH2:24])=[O:20])([C:4]([CH3:7])([CH3:6])[CH3:5])([CH3:3])[CH3:2], predict the reactants needed to synthesize it. The reactants are: [Si:1]([O:8][CH2:9][C@@H:10]1[C:14]([C:15](=O)[CH2:16]Cl)=[CH:13][CH2:12][N:11]1[C:19]([O:21][CH2:22][CH:23]=[CH2:24])=[O:20])([C:4]([CH3:7])([CH3:6])[CH3:5])([CH3:3])[CH3:2].[C:25](=[S:28])([S-:27])[NH2:26].[NH4+]. (3) The reactants are: Cl.C[O:3][C:4]1(OC)[C:12]2[C:7](=[CH:8][CH:9]=[C:10]([S:13][CH2:14][CH2:15][C:16]3[CH:26]=[CH:25][C:19]([C:20]([O:22][CH2:23][CH3:24])=[O:21])=[CH:18][CH:17]=3)[CH:11]=2)[N:6]([CH3:27])[C:5]1=[O:28].O.C(OCC)(=O)C. Given the product [O:28]=[C:5]1[C:4](=[O:3])[C:12]2[C:7](=[CH:8][CH:9]=[C:10]([S:13][CH2:14][CH2:15][C:16]3[CH:26]=[CH:25][C:19]([C:20]([O:22][CH2:23][CH3:24])=[O:21])=[CH:18][CH:17]=3)[CH:11]=2)[N:6]1[CH3:27], predict the reactants needed to synthesize it. (4) Given the product [Br:38][C:4]1[CH:3]=[CH:12][CH:11]=[C:10]2[C:5]=1[CH:6]=[C:7]([CH3:37])[C:8]([CH:21]([O:27][CH2:28][C:29]1[CH:34]=[CH:33][C:32]([O:35][CH3:36])=[CH:31][CH:30]=1)[C:22]([O:24][CH2:25][CH3:26])=[O:23])=[C:9]2[O:13][S:14]([C:17]([F:18])([F:20])[F:19])(=[O:15])=[O:16], predict the reactants needed to synthesize it. The reactants are: CO[C:3]1[CH:4]=[C:5]2[C:10](=[CH:11][CH:12]=1)[C:9]([O:13][S:14]([C:17]([F:20])([F:19])[F:18])(=[O:16])=[O:15])=[C:8]([CH:21]([O:27][CH2:28][C:29]1[CH:34]=[CH:33][C:32]([O:35][CH3:36])=[CH:31][CH:30]=1)[C:22]([O:24][CH2:25][CH3:26])=[O:23])[C:7]([CH3:37])=[CH:6]2.[Br:38]C1C=CC=CC=1CC(=O)C.COC1C=C(CC(=O)C)C=CC=1.